Dataset: Catalyst prediction with 721,799 reactions and 888 catalyst types from USPTO. Task: Predict which catalyst facilitates the given reaction. (1) The catalyst class is: 155. Reactant: [Br:1][C:2]1[CH:7]=[CH:6][C:5]([C:8]2([C:12](O)=[O:13])[CH2:11][CH2:10][CH2:9]2)=[CH:4][CH:3]=1. Product: [Br:1][C:2]1[CH:3]=[CH:4][C:5]([C:8]2([CH2:12][OH:13])[CH2:11][CH2:10][CH2:9]2)=[CH:6][CH:7]=1. (2) Reactant: [S:1]([O:6]C)([O:4][CH3:5])(=[O:3])=[O:2].[CH3:8][N:9]([CH3:11])[CH3:10]. Product: [S:1]([O-:6])([O-:4])(=[O:3])=[O:2].[CH3:8][N+:9]([CH3:5])([CH3:11])[CH3:10].[CH3:8][N+:9]([CH3:5])([CH3:11])[CH3:10]. The catalyst class is: 6. (3) Reactant: [CH3:1][C:2]1[C:3]([N:9]2[CH2:14][CH2:13][N:12]([C:15]([C:17]3[CH:22]=[CH:21][C:20]([N:23]4[C@H:27]([CH2:28][OH:29])[CH2:26][O:25][C:24]4=[O:30])=[CH:19][CH:18]=3)=[O:16])[CH2:11][CH2:10]2)=[N:4][CH:5]=[C:6]([CH3:8])[CH:7]=1.[H-].[Na+].I[CH3:34].O. Product: [CH3:1][C:2]1[C:3]([N:9]2[CH2:10][CH2:11][N:12]([C:15]([C:17]3[CH:22]=[CH:21][C:20]([N:23]4[C@H:27]([CH2:28][O:29][CH3:34])[CH2:26][O:25][C:24]4=[O:30])=[CH:19][CH:18]=3)=[O:16])[CH2:13][CH2:14]2)=[N:4][CH:5]=[C:6]([CH3:8])[CH:7]=1. The catalyst class is: 9. (4) Reactant: Br[C:2]1[N:6]2[CH:7]=[C:8]([C:11]3[CH:16]=[CH:15][CH:14]=[C:13]([F:17])[CH:12]=3)[CH:9]=[N:10][C:5]2=[N:4][CH:3]=1.[SH:18][C:19]1[CH:33]=[CH:32][C:22]2[N:23]=[C:24]([NH:26][C:27]([CH:29]3[CH2:31][CH2:30]3)=[O:28])[S:25][C:21]=2[CH:20]=1.C(=O)([O-])[O-].[K+].[K+].CS(C)=O. Product: [F:17][C:13]1[CH:12]=[C:11]([C:8]2[CH:9]=[N:10][C:5]3[N:6]([C:2]([S:18][C:19]4[CH:33]=[CH:32][C:22]5[N:23]=[C:24]([NH:26][C:27]([CH:29]6[CH2:30][CH2:31]6)=[O:28])[S:25][C:21]=5[CH:20]=4)=[CH:3][N:4]=3)[CH:7]=2)[CH:16]=[CH:15][CH:14]=1. The catalyst class is: 6. (5) Reactant: [NH2:1][C:2]1[C:7]([CH2:8][OH:9])=[C:6]([CH:10]([NH:18][C:19](=[O:25])[O:20][C:21]([CH3:24])([CH3:23])[CH3:22])[CH2:11][C:12]2[CH:17]=[CH:16][CH:15]=[CH:14][CH:13]=2)[CH:5]=[C:4]([C:26]2[CH:31]=[CH:30][CH:29]=[CH:28][C:27]=2[O:32][CH2:33][C:34]2[CH:39]=[CH:38][CH:37]=[CH:36][CH:35]=2)[N:3]=1.C(N(CC)CC)C.Cl[C:48](Cl)([O:50]C(=O)OC(Cl)(Cl)Cl)Cl. Product: [CH2:33]([O:32][C:27]1[CH:28]=[CH:29][CH:30]=[CH:31][C:26]=1[C:4]1[CH:5]=[C:6]([CH:10]([NH:18][C:19](=[O:25])[O:20][C:21]([CH3:23])([CH3:24])[CH3:22])[CH2:11][C:12]2[CH:13]=[CH:14][CH:15]=[CH:16][CH:17]=2)[C:7]2[CH2:8][O:9][C:48](=[O:50])[NH:1][C:2]=2[N:3]=1)[C:34]1[CH:39]=[CH:38][CH:37]=[CH:36][CH:35]=1. The catalyst class is: 1. (6) Reactant: [CH:1]1[C:10]2[C:5](=[CH:6][CH:7]=[CH:8][CH:9]=2)[C:4]([CH2:11][C:12]([O:14]C(C)(C)C)=[O:13])=[CH:3][N:2]=1.C(O)(C(F)(F)F)=O. Product: [CH:1]1[C:10]2[C:5](=[CH:6][CH:7]=[CH:8][CH:9]=2)[C:4]([CH2:11][C:12]([OH:14])=[O:13])=[CH:3][N:2]=1. The catalyst class is: 2. (7) Reactant: [C:1]([O:8][CH2:9][CH3:10])(=[O:7])[C:2](OCC)=O.[C:11]1([S:17]([N:20]2[CH:24]=[CH:23][CH:22]=[C:21]2[C:25](=O)[CH3:26])(=[O:19])=[O:18])[CH:16]=[CH:15][CH:14]=[CH:13][CH:12]=1.[O-]CC.[Na+].Cl.[NH:33]([C:35]1[CH:36]=[CH:37][C:38]([O:41][CH3:42])=[N:39][CH:40]=1)[NH2:34]. Product: [CH3:42][O:41][C:38]1[N:39]=[CH:40][C:35]([N:33]2[C:25]([C:21]3[N:20]([S:17]([C:11]4[CH:16]=[CH:15][CH:14]=[CH:13][CH:12]=4)(=[O:19])=[O:18])[CH:24]=[CH:23][CH:22]=3)=[CH:26][C:2]([C:1]([O:8][CH2:9][CH3:10])=[O:7])=[N:34]2)=[CH:36][CH:37]=1. The catalyst class is: 8.